Dataset: Forward reaction prediction with 1.9M reactions from USPTO patents (1976-2016). Task: Predict the product of the given reaction. (1) Given the reactants [CH3:1][O:2][C:3]1[CH:11]=[CH:10][C:9]2[NH:8][C:7]3[CH:12]=[N:13][N:14]([CH2:17][C:18]([N:20]([CH3:31])[C:21]4[CH:30]=[CH:29][C:24]5[N:25]=[C:26]([CH3:28])[O:27][C:23]=5[CH:22]=4)=[O:19])[C:15](=[O:16])[C:6]=3[C:5]=2[CH:4]=1.[Li+].C[Si]([N-][Si](C)(C)C)(C)C.[C:42]([C:44]1[CH:51]=[CH:50][C:47]([CH2:48]Br)=[CH:46][CH:45]=1)#[N:43], predict the reaction product. The product is: [C:42]([C:44]1[CH:51]=[CH:50][C:47]([CH2:48][N:8]2[C:9]3[CH:10]=[CH:11][C:3]([O:2][CH3:1])=[CH:4][C:5]=3[C:6]3[C:15](=[O:16])[N:14]([CH2:17][C:18]([N:20]([CH3:31])[C:21]4[CH:30]=[CH:29][C:24]5[N:25]=[C:26]([CH3:28])[O:27][C:23]=5[CH:22]=4)=[O:19])[N:13]=[CH:12][C:7]2=3)=[CH:46][CH:45]=1)#[N:43]. (2) The product is: [NH:63]1[CH:64]=[CH:65][N:66]=[C:62]1[NH:61][C:21]([C:20]1[C:14]2[C:15](=[N:16][CH:17]=[C:12]([C:6]3[C:5]4[C:9](=[CH:10][C:2]([Cl:1])=[CH:3][CH:4]=4)[N:8]([CH3:11])[N:7]=3)[N:13]=2)[N:18]([CH2:24][O:25][CH2:26][CH2:27][Si:28]([CH3:31])([CH3:30])[CH3:29])[CH:19]=1)=[O:22]. Given the reactants [Cl:1][C:2]1[CH:10]=[C:9]2[C:5]([C:6]([C:12]3[N:13]=[C:14]4[C:20]([C:21](O)=[O:22])=[CH:19][N:18]([CH2:24][O:25][CH2:26][CH2:27][Si:28]([CH3:31])([CH3:30])[CH3:29])[C:15]4=[N:16][CH:17]=3)=[N:7][N:8]2[CH3:11])=[CH:4][CH:3]=1.F[P-](F)(F)(F)(F)F.N1(OC(N(C)C)=[N+](C)C)C2N=CC=CC=2N=N1.S(O)(O)(=O)=O.[NH2:61][C:62]1[NH:63][CH:64]=[CH:65][N:66]=1.C(N(C(C)C)CC)(C)C, predict the reaction product. (3) Given the reactants [I-].[Na+].[NH2:3][C:4]1[CH:23]=[CH:22][CH:21]=[CH:20][C:5]=1[C:6]([NH:8][C:9]1[CH:19]=[CH:18][C:12]2[O:13][C:14]([F:17])([F:16])[O:15][C:11]=2[CH:10]=1)=[O:7].Cl[CH2:25][C:26]1[CH:31]=[CH:30][N:29]=[C:28]([NH:32][C:33]([N:35]2[CH2:40][CH2:39][O:38][CH2:37][CH2:36]2)=[O:34])[CH:27]=1, predict the reaction product. The product is: [F:16][C:14]1([F:17])[O:13][C:12]2[CH:18]=[CH:19][C:9]([NH:8][C:6]([C:5]3[CH:20]=[CH:21][CH:22]=[CH:23][C:4]=3[NH:3][CH2:25][C:26]3[CH:31]=[CH:30][N:29]=[C:28]([NH:32][C:33]([N:35]4[CH2:40][CH2:39][O:38][CH2:37][CH2:36]4)=[O:34])[CH:27]=3)=[O:7])=[CH:10][C:11]=2[O:15]1. (4) Given the reactants [Br:1][C:2]1[CH:7]=[CH:6][C:5]([CH3:8])=[C:4]([O:9][CH3:10])[CH:3]=1.Br[N:12]1C(=O)CC[C:13]1=O.C(OOC(=O)C1C=CC=CC=1)(=O)C1C=CC=CC=1.[Br-].[C-]#N.[K+], predict the reaction product. The product is: [Br:1][C:2]1[CH:7]=[CH:6][C:5]([CH2:8][C:13]#[N:12])=[C:4]([O:9][CH3:10])[CH:3]=1. (5) Given the reactants [Br:1][C:2]1[CH:10]=[CH:9][C:5]([C:6](Cl)=[O:7])=[CH:4][CH:3]=1.[C:11]([NH:19][NH2:20])(=[O:18])[C:12]1[CH:17]=[CH:16][CH:15]=[CH:14][CH:13]=1, predict the reaction product. The product is: [C:11]([NH:19][NH:20][C:6](=[O:7])[C:5]1[CH:9]=[CH:10][C:2]([Br:1])=[CH:3][CH:4]=1)(=[O:18])[C:12]1[CH:17]=[CH:16][CH:15]=[CH:14][CH:13]=1. (6) Given the reactants [F:1][C:2]1[CH:3]=[C:4]([CH:13]([NH:17][C:18]([N:20]2[CH2:25][C:24](=[O:26])[NH:23][C:22]3[CH:27]=[C:28]([O:31][CH3:32])[CH:29]=[N:30][C:21]2=3)=[O:19])[CH2:14][O:15][CH3:16])[CH:5]=[CH:6][C:7]=1[O:8][C:9]([F:12])([F:11])[F:10].C(=O)=O.CO, predict the reaction product. The product is: [F:1][C:2]1[CH:3]=[C:4]([C@@H:13]([NH:17][C:18]([N:20]2[CH2:25][C:24](=[O:26])[NH:23][C:22]3[CH:27]=[C:28]([O:31][CH3:32])[CH:29]=[N:30][C:21]2=3)=[O:19])[CH2:14][O:15][CH3:16])[CH:5]=[CH:6][C:7]=1[O:8][C:9]([F:10])([F:11])[F:12]. (7) Given the reactants Cl[C:2]1[CH:7]=[CH:6][C:5]([C:8]2[NH:12][C:11]3[CH:13]=[CH:14][CH:15]=[C:16]([C:17]([O:19][CH3:20])=[O:18])[C:10]=3[N:9]=2)=[C:4]([C:21]([F:24])([F:23])[F:22])[CH:3]=1.[B-](F)(F)(F)[CH2:26][N:27]1[CH2:31][CH2:30][CH2:29][CH2:28]1.[K+].CC(C1C=C(C(C)C)C(C2C=CC=CC=2P(C2CCCCC2)C2CCCCC2)=C(C(C)C)C=1)C.C(=O)([O-])[O-].[Cs+].[Cs+], predict the reaction product. The product is: [N:27]1([CH2:26][C:2]2[CH:7]=[CH:6][C:5]([C:8]3[NH:12][C:11]4[CH:13]=[CH:14][CH:15]=[C:16]([C:17]([O:19][CH3:20])=[O:18])[C:10]=4[N:9]=3)=[C:4]([C:21]([F:24])([F:23])[F:22])[CH:3]=2)[CH2:31][CH2:30][CH2:29][CH2:28]1. (8) Given the reactants [CH:1]([O:4][C:5]([N:7]1[CH2:12][CH2:11][CH:10]([CH:13]2[CH2:17][C:16]3[CH:18]=[C:19](B4OC(C)(C)C(C)(C)O4)[CH:20]=[CH:21][C:15]=3[O:14]2)[CH2:9][CH2:8]1)=[O:6])([CH3:3])[CH3:2].Br[C:32]1[CH:39]=[CH:38][C:35]([C:36]#[N:37])=[CH:34][CH:33]=1, predict the reaction product. The product is: [CH:1]([O:4][C:5]([N:7]1[CH2:8][CH2:9][CH:10]([CH:13]2[CH2:17][C:16]3[CH:18]=[C:19]([C:32]4[CH:39]=[CH:38][C:35]([C:36]#[N:37])=[CH:34][CH:33]=4)[CH:20]=[CH:21][C:15]=3[O:14]2)[CH2:11][CH2:12]1)=[O:6])([CH3:2])[CH3:3].